Dataset: Full USPTO retrosynthesis dataset with 1.9M reactions from patents (1976-2016). Task: Predict the reactants needed to synthesize the given product. (1) Given the product [OH:9][CH2:8][CH:3]([NH:2][C:36]([N:30]1[CH2:35][CH2:34][CH2:33][CH2:32][CH2:31]1)=[O:37])[C:4]([O:6][CH3:7])=[O:5], predict the reactants needed to synthesize it. The reactants are: Cl.[NH2:2][CH:3]([CH2:8][OH:9])[C:4]([O:6][CH3:7])=[O:5].N1C=CN=C1.C([Si](C)(C)Cl)(C)(C)C.C(N(CC)CC)C.[N:30]1([C:36](Cl)=[O:37])[CH2:35][CH2:34][CH2:33][CH2:32][CH2:31]1. (2) Given the product [CH2:13]([NH:20][C:21]1[N:26]=[C:25]([NH2:27])[N:24]=[C:23]2[N:28]([CH3:32])[N:29]=[C:30]([C:36]3[CH:37]=[CH:38][C:39]([O:40][CH3:41])=[C:34]([F:33])[CH:35]=3)[C:22]=12)[C:14]1[CH:19]=[CH:18][CH:17]=[CH:16][CH:15]=1, predict the reactants needed to synthesize it. The reactants are: BrC1C2C(=NC(N)=NC=2)N(C)N=1.[CH2:13]([NH:20][C:21]1[N:26]=[C:25]([NH2:27])[N:24]=[C:23]2[N:28]([CH3:32])[N:29]=[C:30](Br)[C:22]=12)[C:14]1[CH:19]=[CH:18][CH:17]=[CH:16][CH:15]=1.[F:33][C:34]1[CH:35]=[C:36](B(O)O)[CH:37]=[CH:38][C:39]=1[O:40][CH3:41]. (3) Given the product [CH2:1]([O:8][C:9]1[N:14]=[C:13]([C:15]([NH:35][C@@H:34]([C:25]2[CH:26]=[CH:27][C:28]([O:29][C:30]([F:33])([F:31])[F:32])=[C:23]([F:22])[CH:24]=2)[C:36]2[C:41]([F:42])=[CH:40][CH:39]=[CH:38][N:37]=2)=[O:17])[CH:12]=[CH:11][C:10]=1[N+:18]([O-:20])=[O:19])[C:2]1[CH:3]=[CH:4][CH:5]=[CH:6][CH:7]=1, predict the reactants needed to synthesize it. The reactants are: [CH2:1]([O:8][C:9]1[N:14]=[C:13]([C:15]([OH:17])=O)[CH:12]=[CH:11][C:10]=1[N+:18]([O-:20])=[O:19])[C:2]1[CH:7]=[CH:6][CH:5]=[CH:4][CH:3]=1.Cl.[F:22][C:23]1[CH:24]=[C:25]([C@@H:34]([C:36]2[C:41]([F:42])=[CH:40][CH:39]=[CH:38][N:37]=2)[NH2:35])[CH:26]=[CH:27][C:28]=1[O:29][C:30]([F:33])([F:32])[F:31].CN(C(ON1N=NC2C=CC=NC1=2)=[N+](C)C)C.F[P-](F)(F)(F)(F)F.CCN(C(C)C)C(C)C. (4) Given the product [Br:6][C:7]1[CH:8]=[C:9]2[C:10](=[CH:11][CH:12]=1)[C:13]([CH3:14])([CH3:15])[O:18][CH2:17]2, predict the reactants needed to synthesize it. The reactants are: P(=O)(O)(O)O.[Br:6][C:7]1[CH:12]=[CH:11][C:10]([C:13](O)([CH3:15])[CH3:14])=[C:9]([CH2:17][OH:18])[CH:8]=1.[OH-].[Na+]. (5) Given the product [CH3:25][N:17]([C:18]1[S:19][CH:20]=[CH:21][N:22]=1)[C:2](=[O:1])[CH2:3][N:4]1[CH2:9][CH2:8][N:7]([C:10]([O:12][C:13]([CH3:16])([CH3:14])[CH3:15])=[O:11])[CH2:6][CH2:5]1, predict the reactants needed to synthesize it. The reactants are: [O:1]=[C:2]([NH:17][C:18]1[S:19][CH:20]=[CH:21][N:22]=1)[CH2:3][N:4]1[CH2:9][CH2:8][N:7]([C:10]([O:12][C:13]([CH3:16])([CH3:15])[CH3:14])=[O:11])[CH2:6][CH2:5]1.[H-].[Na+].[CH3:25]I. (6) Given the product [CH:1]1([C:7]2[CH:8]=[C:9]([NH:19][C:26]([C:23]3[NH:24][N:25]=[C:21]([CH3:20])[CH:22]=3)=[O:27])[CH:10]=[N:11][C:12]=2[O:13][CH2:14][C:15]([F:16])([F:17])[F:18])[CH2:2][CH2:3][CH2:4][CH2:5][CH2:6]1, predict the reactants needed to synthesize it. The reactants are: [CH:1]1([C:7]2[CH:8]=[C:9]([NH2:19])[CH:10]=[N:11][C:12]=2[O:13][CH2:14][C:15]([F:18])([F:17])[F:16])[CH2:6][CH2:5][CH2:4][CH2:3][CH2:2]1.[CH3:20][C:21]1[CH:22]=[C:23]([C:26](O)=[O:27])[NH:24][N:25]=1. (7) Given the product [Cl:20][C:21]1[CH:26]=[CH:25][CH:24]=[CH:23][C:22]=1[C:15]1[CH:16]=[CH:17][C:12]([O:11][CH2:10][C:8]2[CH:9]=[C:5]([C:3]([OH:2])=[O:4])[O:6][C:7]=2[CH3:19])=[CH:13][CH:14]=1, predict the reactants needed to synthesize it. The reactants are: C[O:2][C:3]([C:5]1[O:6][C:7]([CH3:19])=[C:8]([CH2:10][O:11][C:12]2[CH:17]=[CH:16][C:15](I)=[CH:14][CH:13]=2)[CH:9]=1)=[O:4].[Cl:20][C:21]1[CH:26]=[CH:25][CH:24]=[CH:23][C:22]=1B(O)O. (8) Given the product [Cl:1][C:2]1[CH:3]=[C:4]([NH:9][C:10]([N:60]2[CH2:61][CH2:62][N:57]3[N:56]=[CH:55][C:54]([N:50]4[CH2:51][CH2:52][CH2:53][CH:49]4[CH2:48][O:47][CH3:46])=[C:58]3[CH2:59]2)=[O:18])[CH:5]=[CH:6][C:7]=1[F:8], predict the reactants needed to synthesize it. The reactants are: [Cl:1][C:2]1[CH:3]=[C:4]([NH:9][C:10](=[O:18])OC2C=CC=CC=2)[CH:5]=[CH:6][C:7]=1[F:8].ClC1N=C(NC(N2CCN3N=CC(C4C=CC(F)=CC=4)=C3C2)=O)C=CC=1F.[CH3:46][O:47][CH2:48][CH:49]1[CH2:53][CH2:52][CH2:51][N:50]1[C:54]1[CH:55]=[N:56][N:57]2[CH2:62][CH2:61][NH:60][CH2:59][C:58]=12.FC1C=CC(C2C=NN3CCNCC=23)=CC=1.